From a dataset of Full USPTO retrosynthesis dataset with 1.9M reactions from patents (1976-2016). Predict the reactants needed to synthesize the given product. (1) Given the product [CH3:31][C:27]1[CH:28]=[CH:29][CH:30]=[C:2]([CH3:1])[C:3]=1[CH2:4][O:5][C:6]1[CH:7]=[C:8]([C:9](=[O:10])[CH2:11][CH2:17][CH2:18][C:19]([OH:21])=[O:20])[CH:24]=[CH:25][CH:26]=1, predict the reactants needed to synthesize it. The reactants are: [CH3:1][C:2]1[CH:30]=[CH:29][CH:28]=[C:27]([CH3:31])[C:3]=1[CH2:4][O:5][C:6]1[CH:7]=[C:8]([CH:24]=[CH:25][CH:26]=1)[C:9]([CH:11]([CH2:17][CH2:18][C:19]([O:21]CC)=[O:20])C(OCC)=O)=[O:10].[OH-].[Na+]. (2) Given the product [C:4]([O:3][C:1](=[O:2])[NH:8][CH2:9][CH:10]1[O:24][N:23]([CH2:16][C:17]2[CH:22]=[CH:21][CH:20]=[CH:19][CH:18]=2)[CH2:12][CH2:11]1)([CH3:5])([CH3:6])[CH3:7], predict the reactants needed to synthesize it. The reactants are: [C:1]([NH:8][CH2:9][CH:10]=[CH2:11])([O:3][C:4]([CH3:7])([CH3:6])[CH3:5])=[O:2].[CH2:12](O)C.Cl.[CH2:16]([NH:23][OH:24])[C:17]1[CH:22]=[CH:21][CH:20]=[CH:19][CH:18]=1.C=O. (3) The reactants are: [Br:1][C:2]1[CH:10]=[CH:9][C:5]([C:6](Cl)=[O:7])=[CH:4][CH:3]=1.COC1C=CC(C2O[CH:22]=[N:21][C:20]=2[C:24]([O:26][CH2:27][CH3:28])=[O:25])=CC=1. Given the product [Br:1][C:2]1[CH:10]=[CH:9][C:5]([C:6]2[O:7][CH:22]=[N:21][C:20]=2[C:24]([O:26][CH2:27][CH3:28])=[O:25])=[CH:4][CH:3]=1, predict the reactants needed to synthesize it.